The task is: Predict the reactants needed to synthesize the given product.. This data is from Full USPTO retrosynthesis dataset with 1.9M reactions from patents (1976-2016). The reactants are: Cl.[NH2:2][C@H:3]1[C:12]2[C:7](=[CH:8][CH:9]=[C:10]([C:13]([O:15][CH3:16])=[O:14])[CH:11]=2)[O:6][CH2:5][CH2:4]1.CCN(C(C)C)C(C)C.[Cl:26][C:27]1[CH:35]=[CH:34][CH:33]=[CH:32][C:28]=1[C:29](Cl)=[O:30]. Given the product [Cl:26][C:27]1[CH:35]=[CH:34][CH:33]=[CH:32][C:28]=1[C:29]([NH:2][C@H:3]1[C:12]2[C:7](=[CH:8][CH:9]=[C:10]([C:13]([O:15][CH3:16])=[O:14])[CH:11]=2)[O:6][CH2:5][CH2:4]1)=[O:30], predict the reactants needed to synthesize it.